The task is: Predict the reactants needed to synthesize the given product.. This data is from Retrosynthesis with 50K atom-mapped reactions and 10 reaction types from USPTO. (1) Given the product CCC(O)C(C)(C)C1CCOC(C)(C)O1, predict the reactants needed to synthesize it. The reactants are: CC1(C)OCCC(C(C)(C)C=O)O1.CC[Mg+]. (2) Given the product CO/N=C1/C[C@@H](C#N)N(C(=O)c2ccc(-c3ccccc3)cc2)C1, predict the reactants needed to synthesize it. The reactants are: CO/N=C1/C[C@@H](C(N)=O)N(C(=O)c2ccc(-c3ccccc3)cc2)C1. (3) The reactants are: CC(C)(C)O.COc1cc(C(=O)N2CCC3(CC2)CC(O)c2ccccc2O3)ccc1OC(C)C. Given the product COc1cc(C(=O)N2CCC3(CC2)CC(OC(C)(C)C)c2ccccc2O3)ccc1OC(C)C, predict the reactants needed to synthesize it. (4) Given the product COc1ccc(-c2nc([C@H](CCCCNC(=O)OC(C)(C)C)NC(=O)OCc3ccccc3)cs2)cc1, predict the reactants needed to synthesize it. The reactants are: CC(C)(C)OC(=O)NCCCC[C@H](NC(=O)OCc1ccccc1)C(=O)CBr.COc1ccc(C(N)=S)cc1. (5) Given the product O=c1c(Cc2cccnc2)cn2c3cc(Br)ccc3c(=O)c3cc(OCCCO)cc1c32, predict the reactants needed to synthesize it. The reactants are: O=c1c(Cc2cccnc2)cn2c3cc(Br)ccc3c(=O)c3cc(O)cc1c32.OCCCBr. (6) Given the product CSc1nccc(Nc2cc(C(C)=O)cc(C(C)=O)c2)n1, predict the reactants needed to synthesize it. The reactants are: CC(=O)c1cc(N)cc(C(C)=O)c1.CSc1nccc(Cl)n1. (7) Given the product CNc1nc(N(C)c2ccc(OC)nc2)c2ccccc2n1, predict the reactants needed to synthesize it. The reactants are: CN.COc1ccc(N(C)c2nc(Cl)nc3ccccc23)cn1. (8) Given the product C[C@H](NC(=O)OC(C)(C)C)c1nc2ccn(C)c2cc1N1CCCC(N2C(=O)c3ccccc3C2=O)C1, predict the reactants needed to synthesize it. The reactants are: C[C@H](NC(=O)OC(C)(C)C)c1nc2ccn(C)c2cc1N1CCCC(O)C1.O=C1NC(=O)c2ccccc21. (9) Given the product CN(C)CCN(C)c1ccc(C(=O)Nc2cc(-c3ccccc3)ccc2C(=O)OC(C)(C)C)c(OCc2ccccc2)c1, predict the reactants needed to synthesize it. The reactants are: CC(C)(C)OC(=O)c1ccc(-c2ccccc2)cc1NC(=O)c1ccc(I)cc1OCc1ccccc1.CNCCN(C)C. (10) Given the product Nc1ccc(N2CCn3c2nc2cccnc23)cc1, predict the reactants needed to synthesize it. The reactants are: O=[N+]([O-])c1ccc(N2CCn3c2nc2cccnc23)cc1.